Dataset: Full USPTO retrosynthesis dataset with 1.9M reactions from patents (1976-2016). Task: Predict the reactants needed to synthesize the given product. (1) Given the product [C:1]1([C:7]2[CH:11]=[C:10]3[O:12][CH2:14][CH2:15][CH2:16][N:9]3[N:8]=2)[CH:2]=[CH:3][CH:4]=[CH:5][CH:6]=1, predict the reactants needed to synthesize it. The reactants are: [C:1]1([C:7]2[CH:11]=[C:10]([OH:12])[NH:9][N:8]=2)[CH:6]=[CH:5][CH:4]=[CH:3][CH:2]=1.Br[CH2:14][CH2:15][CH2:16]Cl.C(=O)([O-])[O-].[K+].[K+]. (2) Given the product [C:14]([CH:16]([CH:22]([C:23]1[C:32]2[C:27](=[CH:28][CH:29]=[CH:30][CH:31]=2)[CH:26]=[CH:25][CH:24]=1)[C:4]1[CH:5]=[CH:6][CH:7]=[CH:8][C:3]=1[C:2]([F:12])([F:11])[F:1])[C:17]([O:19][CH2:20][CH3:21])=[O:18])#[N:15], predict the reactants needed to synthesize it. The reactants are: [F:1][C:2]([F:12])([F:11])[C:3]1[CH:8]=[CH:7][CH:6]=[CH:5][C:4]=1[Mg]Br.[Mg].[C:14](/[C:16](=[CH:22]\[C:23]1[C:32]2[C:27](=[CH:28][CH:29]=[CH:30][CH:31]=2)[CH:26]=[CH:25][CH:24]=1)/[C:17]([O:19][CH2:20][CH3:21])=[O:18])#[N:15]. (3) Given the product [CH3:1][N:2]([CH3:23])[CH:3]1[CH2:7][CH2:6][N:5]([C:8]2[CH:9]=[CH:10][C:11]([NH:14][C:15]([CH:17]3[CH2:22][CH2:21][N:20]([S:37]([C:34]4[CH:35]=[CH:36][C:31]([F:30])=[CH:32][CH:33]=4)(=[O:39])=[O:38])[CH2:19][CH2:18]3)=[O:16])=[CH:12][CH:13]=2)[CH2:4]1, predict the reactants needed to synthesize it. The reactants are: [CH3:1][N:2]([CH3:23])[CH:3]1[CH2:7][CH2:6][N:5]([C:8]2[CH:13]=[CH:12][C:11]([NH:14][C:15]([CH:17]3[CH2:22][CH2:21][NH:20][CH2:19][CH2:18]3)=[O:16])=[CH:10][CH:9]=2)[CH2:4]1.C(=O)([O-])[O-].[K+].[K+].[F:30][C:31]1[CH:36]=[CH:35][C:34]([S:37](Cl)(=[O:39])=[O:38])=[CH:33][CH:32]=1. (4) Given the product [C:10]([C:13]1[CH:17]=[C:16]([Cl:18])[S:15][C:14]=1[O:7][C:1]1[CH:6]=[CH:5][CH:4]=[CH:3][CH:2]=1)(=[O:12])[CH3:11], predict the reactants needed to synthesize it. The reactants are: [C:1]1([OH:7])[CH:6]=[CH:5][CH:4]=[CH:3][CH:2]=1.[H-].[Na+].[C:10]([C:13]1[CH:17]=[C:16]([Cl:18])[S:15][C:14]=1Cl)(=[O:12])[CH3:11].O. (5) Given the product [S:20]1[CH:21]=[CH:22][N:23]=[C:19]1[NH:18][C:16]1[CH:15]=[CH:14][N:13]=[C:12]([NH:11][C:8]2[CH:7]=[CH:6][C:5]([C:4]([OH:24])=[O:3])=[CH:10][CH:9]=2)[N:17]=1, predict the reactants needed to synthesize it. The reactants are: C([O:3][C:4](=[O:24])[C:5]1[CH:10]=[CH:9][C:8]([NH:11][C:12]2[N:17]=[C:16]([NH:18][C:19]3[S:20][CH:21]=[CH:22][N:23]=3)[CH:15]=[CH:14][N:13]=2)=[CH:7][CH:6]=1)C.C(OC(=O)C1C=CC(NC2N=C(C3C=NC=CC=3)C=CN=2)=CC=1)C. (6) The reactants are: [Cl:1][C:2]1[C:7]([CH3:8])=[CH:6][N+:5]([O-])=[C:4]([CH3:10])[C:3]=1[CH3:11].C(OC(=O)C)(=[O:14])C. Given the product [Cl:1][C:2]1[C:7]([CH3:8])=[CH:6][N:5]=[C:4]([CH2:10][OH:14])[C:3]=1[CH3:11], predict the reactants needed to synthesize it. (7) Given the product [F:12][C:4]1[C:5]([O:10][CH3:11])=[CH:6][C:7]([O:8][CH3:9])=[C:2]([F:1])[C:3]=1[N:13]1[CH2:22][C:21]2[CH:20]=[N:19][C:18]3[N:23]([S:29]([C:32]4[CH:37]=[CH:36][CH:35]=[CH:34][CH:33]=4)(=[O:31])=[O:30])[C:24]([CH2:26][CH2:27][N:41]4[CH2:46][CH2:45][O:44][CH2:43][CH2:42]4)=[CH:25][C:17]=3[C:16]=2[C:15]([CH3:39])([CH3:38])[C:14]1=[O:40], predict the reactants needed to synthesize it. The reactants are: [F:1][C:2]1[C:7]([O:8][CH3:9])=[CH:6][C:5]([O:10][CH3:11])=[C:4]([F:12])[C:3]=1[N:13]1[CH2:22][C:21]2[CH:20]=[N:19][C:18]3[N:23]([S:29]([C:32]4[CH:37]=[CH:36][CH:35]=[CH:34][CH:33]=4)(=[O:31])=[O:30])[C:24]([CH2:26][CH:27]=O)=[CH:25][C:17]=3[C:16]=2[C:15]([CH3:39])([CH3:38])[C:14]1=[O:40].[NH:41]1[CH2:46][CH2:45][O:44][CH2:43][CH2:42]1.C(O)(=O)C.C(O[BH-](OC(=O)C)OC(=O)C)(=O)C.[Na+].